From a dataset of Full USPTO retrosynthesis dataset with 1.9M reactions from patents (1976-2016). Predict the reactants needed to synthesize the given product. (1) Given the product [CH3:1][O:2][C:3](=[O:10])[CH:4]=[CH:5][CH:6]=[CH:7][CH2:8][S:19][C:16]1[CH:17]=[CH:18][C:13]([O:12][CH3:11])=[CH:14][CH:15]=1, predict the reactants needed to synthesize it. The reactants are: [CH3:1][O:2][C:3](=[O:10])[CH:4]=[CH:5][CH:6]=[CH:7][CH2:8]Br.[CH3:11][O:12][C:13]1[CH:18]=[CH:17][C:16]([SH:19])=[CH:15][CH:14]=1.C(N(CC)CC)C. (2) The reactants are: [O:1]1[C:6]2[CH:7]=[CH:8][C:9]([C:11]([OH:13])=O)=[CH:10][C:5]=2[O:4][CH2:3][CH2:2]1.[CH3:14][O:15][C:16]1[N:17]=[C:18]2[C:23](=[CH:24][CH:25]=1)[N:22]=[CH:21][CH:20]=[C:19]2[N:26]1[CH:34]=[C:33]2[C:28]([CH2:29][CH2:30][CH:31]([NH2:35])[CH2:32]2)=[N:27]1.C1C=CC2N(O)N=NC=2C=1.C(Cl)CCl. Given the product [CH3:14][O:15][C:16]1[N:17]=[C:18]2[C:23](=[CH:24][CH:25]=1)[N:22]=[CH:21][CH:20]=[C:19]2[N:26]1[CH:34]=[C:33]2[C:28]([CH2:29][CH2:30][CH:31]([NH:35][C:11]([C:9]3[CH:8]=[CH:7][C:6]4[O:1][CH2:2][CH2:3][O:4][C:5]=4[CH:10]=3)=[O:13])[CH2:32]2)=[N:27]1, predict the reactants needed to synthesize it. (3) Given the product [Br:11][C:9]1[CH:8]=[C:4]([C:5](=[O:7])[CH3:12])[CH:3]=[C:2]([Br:1])[CH:10]=1, predict the reactants needed to synthesize it. The reactants are: [Br:1][C:2]1[CH:3]=[C:4]([CH:8]=[C:9]([Br:11])[CH:10]=1)[C:5]([OH:7])=O.[CH3:12][Li]. (4) Given the product [CH3:15][C:14]1[O:13][N:12]=[C:11]([C:16]2[CH:21]=[CH:20][CH:19]=[CH:18][CH:17]=2)[C:10]=1[CH2:9][O:8][C:5]1[N:4]=[N:3][C:2]([NH2:22])=[CH:7][CH:6]=1, predict the reactants needed to synthesize it. The reactants are: I[C:2]1[N:3]=[N:4][C:5]([O:8][CH2:9][C:10]2[C:11]([C:16]3[CH:21]=[CH:20][CH:19]=[CH:18][CH:17]=3)=[N:12][O:13][C:14]=2[CH3:15])=[CH:6][CH:7]=1.[NH3:22]. (5) Given the product [C:1]([OH:9])(=[O:8])[C:2]1[CH:7]=[CH:6][CH:5]=[CH:4][CH:3]=1.[CH3:10][N:11]1[C:16](=[O:17])[C:15]2=[C:18]([NH:35][C:36]3[CH:41]=[CH:40][CH:39]=[CH:38][CH:37]=3)[N:19]([CH2:21][C:22]3[CH:27]=[CH:26][C:25]([C:28]4[CH:33]=[CH:32][CH:31]=[C:30]([F:34])[N:29]=4)=[CH:24][CH:23]=3)[N:20]=[C:14]2[N:13]2[C@H:42]3[CH2:47][CH2:46][CH2:45][C@H:43]3[N:44]=[C:12]12, predict the reactants needed to synthesize it. The reactants are: [C:1]([OH:9])(=[O:8])[C:2]1[CH:7]=[CH:6][CH:5]=[CH:4][CH:3]=1.[CH3:10][N:11]1[C:16](=[O:17])[C:15]2=[C:18]([NH:35][C:36]3[CH:41]=[CH:40][CH:39]=[CH:38][CH:37]=3)[N:19]([CH2:21][C:22]3[CH:27]=[CH:26][C:25]([C:28]4[CH:33]=[CH:32][CH:31]=[C:30]([F:34])[N:29]=4)=[CH:24][CH:23]=3)[N:20]=[C:14]2[N:13]2[C@H:42]3[CH2:47][CH2:46][CH2:45][C@H:43]3[N:44]=[C:12]12.CCOC(C)=O.C1(C)C(C)=CC=CC=1. (6) Given the product [F:1][C:2]1[C:7]([CH3:8])=[CH:6][CH:5]=[C:4]([F:9])[C:3]=1[CH:10]([O:12][C:13]1[CH:14]=[CH:15][C:16]2[N:17]=[C:21]([NH2:22])[S:20][C:18]=2[CH:19]=1)[CH3:11], predict the reactants needed to synthesize it. The reactants are: [F:1][C:2]1[C:7]([CH3:8])=[CH:6][CH:5]=[C:4]([F:9])[C:3]=1[CH:10]([O:12][C:13]1[CH:19]=[CH:18][C:16]([NH2:17])=[CH:15][CH:14]=1)[CH3:11].[S-:20][C:21]#[N:22].[K+].BrBr. (7) Given the product [CH2:1]([O:3][C:4]([CH:6]1[CH2:11][CH2:10][N:9]([C:19](=[O:26])[C:20]2[CH:25]=[CH:24][CH:23]=[CH:22][CH:21]=2)[CH2:8][CH2:7]1)=[O:5])[CH3:2], predict the reactants needed to synthesize it. The reactants are: [CH2:1]([O:3][C:4]([CH:6]1[CH2:11][CH2:10][NH:9][CH2:8][CH2:7]1)=[O:5])[CH3:2].C(N(CC)CC)C.[C:19](Cl)(=[O:26])[C:20]1[CH:25]=[CH:24][CH:23]=[CH:22][CH:21]=1. (8) Given the product [CH3:27][O:26][C:24]1[C:23]2[C:18](=[CH:19][CH:20]=[CH:21][CH:22]=2)[CH:17]=[C:16]([CH2:15][O:14][C@H:12]2[CH2:13][NH:8][CH2:9][C@@H:10]([O:48][CH2:49][C@H:50]([OH:57])[CH2:51][N:52]3[CH:56]=[N:55][CH:54]=[N:53]3)[C@@H:11]2[C:28]2[CH:33]=[CH:32][C:31]([O:34][CH2:35][CH2:36][CH2:37][O:38][C:39]3[CH:44]=[CH:43][CH:42]=[CH:41][C:40]=3[N+:45]([O-:47])=[O:46])=[CH:30][CH:29]=2)[CH:25]=1, predict the reactants needed to synthesize it. The reactants are: C(OC([N:8]1[CH2:13][C@H:12]([O:14][CH2:15][C:16]2[CH:25]=[C:24]([O:26][CH3:27])[C:23]3[C:18](=[CH:19][CH:20]=[CH:21][CH:22]=3)[CH:17]=2)[C@@H:11]([C:28]2[CH:33]=[CH:32][C:31]([O:34][CH2:35][CH2:36][CH2:37][O:38][C:39]3[CH:44]=[CH:43][CH:42]=[CH:41][C:40]=3[N+:45]([O-:47])=[O:46])=[CH:30][CH:29]=2)[C@H:10]([O:48][CH2:49][C@H:50]([OH:57])[CH2:51][N:52]2[CH:56]=[N:55][CH:54]=[N:53]2)[CH2:9]1)=O)(C)(C)C.Cl.